Dataset: Full USPTO retrosynthesis dataset with 1.9M reactions from patents (1976-2016). Task: Predict the reactants needed to synthesize the given product. (1) Given the product [O:1]=[C:2]1[CH2:7][O:6][CH2:5][CH2:4][N:3]1[C@H:8]1[CH2:9][CH2:10][C@H:11]([C:14]([OH:16])=[O:15])[CH2:12][CH2:13]1, predict the reactants needed to synthesize it. The reactants are: [O:1]=[C:2]1[CH2:7][O:6][CH2:5][CH2:4][N:3]1[CH:8]1[CH2:13][CH2:12][CH:11]([C:14]([O:16]CC)=[O:15])[CH2:10][CH2:9]1.CC(C)([O-])C.[K+].O.Cl. (2) Given the product [CH2:1]([N:3]1[CH:7]=[C:6]([C:8]2[S:16][C:15]3[C:10](=[N:11][CH:12]=[CH:13][C:14]=3[O:17][C:18]3[CH:23]=[CH:22][C:21]([NH:24][C:36]([NH:35][C:33](=[O:34])[CH2:32][C:26]4[CH:27]=[CH:28][CH:29]=[CH:30][CH:31]=4)=[O:37])=[CH:20][C:19]=3[F:25])[CH:9]=2)[N:5]=[CH:4]1)[CH3:2], predict the reactants needed to synthesize it. The reactants are: [CH2:1]([N:3]1[CH:7]=[C:6]([C:8]2[S:16][C:15]3[C:10](=[N:11][CH:12]=[CH:13][C:14]=3[O:17][C:18]3[CH:23]=[CH:22][C:21]([NH2:24])=[CH:20][C:19]=3[F:25])[CH:9]=2)[N:5]=[CH:4]1)[CH3:2].[C:26]1([CH2:32][C:33]([N:35]=[C:36]=[O:37])=[O:34])[CH:31]=[CH:30][CH:29]=[CH:28][CH:27]=1. (3) Given the product [CH:42]([S:39]([C:36]1[CH:35]=[CH:34][C:33]([C:19]2[N:20]=[C:21]([C:22]3[N:23]=[N:24][N:25]([C:27]4[CH:32]=[CH:31][CH:30]=[CH:29][CH:28]=4)[CH:26]=3)[C:16]([NH2:8])=[N:17][CH:18]=2)=[CH:38][CH:37]=1)(=[O:41])=[O:40])([CH3:44])[CH3:43], predict the reactants needed to synthesize it. The reactants are: C(OC([N:8]([C:16]1[C:21]([C:22]2[N:23]=[N:24][N:25]([C:27]3[CH:32]=[CH:31][CH:30]=[CH:29][CH:28]=3)[CH:26]=2)=[N:20][C:19]([C:33]2[CH:38]=[CH:37][C:36]([S:39]([CH:42]([CH3:44])[CH3:43])(=[O:41])=[O:40])=[CH:35][CH:34]=2)=[CH:18][N:17]=1)C(=O)OC(C)(C)C)=O)(C)(C)C.C(O)(C(F)(F)F)=O.CC#N.